This data is from Catalyst prediction with 721,799 reactions and 888 catalyst types from USPTO. The task is: Predict which catalyst facilitates the given reaction. (1) Reactant: [N:1]1[NH:2][N:3]=[CH:4][CH:5]=1.C(=O)([O-])[O-].[Cs+].[Cs+].CN[C@@H]1CCCC[C@H]1NC.Br[C:23]1[CH:31]=[CH:30][CH:29]=[C:28]([Cl:32])[C:24]=1[C:25]([OH:27])=[O:26]. Product: [Cl:32][C:28]1[CH:29]=[CH:30][CH:31]=[C:23]([N:2]2[N:3]=[CH:4][CH:5]=[N:1]2)[C:24]=1[C:25]([OH:27])=[O:26]. The catalyst class is: 122. (2) Reactant: C[N:2]([CH:4]=[N:5][C:6]1[CH2:11][CH2:10][C:9]([CH3:13])([CH3:12])[CH2:8][C:7]=1[C:14]([O:16]C)=O)C. Product: [CH3:12][C:9]1([CH3:13])[CH2:10][CH2:11][C:6]2[N:5]=[CH:4][NH:2][C:14](=[O:16])[C:7]=2[CH2:8]1. The catalyst class is: 547. (3) Reactant: C([Li])CCC.CCCCCC.CC1(C)CCCC(C)(C)N1.[Cl:22][C:23]1[CH:28]=[CH:27][C:26]([CH3:29])=[CH:25][N:24]=1.[C:30](=[O:32])=[O:31]. Product: [Cl:22][C:23]1[N:24]=[CH:25][C:26]([CH3:29])=[CH:27][C:28]=1[C:30]([OH:32])=[O:31]. The catalyst class is: 7. (4) Reactant: Br[C:2]1[CH:3]=[C:4]2[C:8](=[CH:9][CH:10]=1)[NH:7][C:6]([C:11]1[C:16]([F:17])=[CH:15][CH:14]=[CH:13][C:12]=1[Cl:18])=[CH:5]2.[CH3:19][O:20][C:21]1[CH:26]=[C:25]([O:27][CH3:28])[CH:24]=[CH:23][C:22]=1B(O)O. Product: [Cl:18][C:12]1[CH:13]=[CH:14][CH:15]=[C:16]([F:17])[C:11]=1[C:6]1[NH:7][C:8]2[C:4]([CH:5]=1)=[CH:3][C:2]([C:24]1[CH:23]=[CH:22][C:21]([O:20][CH3:19])=[CH:26][C:25]=1[O:27][CH3:28])=[CH:10][CH:9]=2. The catalyst class is: 12. (5) Reactant: C(OC(=O)[NH:7][CH2:8][CH2:9][S:10][C:11]1[CH:16]=[CH:15][CH:14]=[C:13]([CH:17]([C:26]2[NH:30][C:29]3[CH:31]=[CH:32][C:33]([F:35])=[CH:34][C:28]=3[N:27]=2)[O:18][CH:19]2[CH2:24][CH2:23][N:22]([CH3:25])[CH2:21][CH2:20]2)[CH:12]=1)(C)(C)C.C1(O)C=CC=CC=1.Cl[Si](C)(C)C. Product: [F:35][C:33]1[CH:32]=[CH:31][C:29]2[NH:30][C:26]([CH:17]([O:18][CH:19]3[CH2:24][CH2:23][N:22]([CH3:25])[CH2:21][CH2:20]3)[C:13]3[CH:12]=[C:11]([S:10][CH2:9][CH2:8][NH2:7])[CH:16]=[CH:15][CH:14]=3)=[N:27][C:28]=2[CH:34]=1. The catalyst class is: 22.